From a dataset of Full USPTO retrosynthesis dataset with 1.9M reactions from patents (1976-2016). Predict the reactants needed to synthesize the given product. (1) Given the product [C:1](=[O:12])([S:20][CH2:13][CH2:14][CH2:15][CH2:16][CH2:17][CH2:18][CH3:19])/[CH:2]=[CH:3]/[CH2:4][CH2:5][CH2:6][CH2:7][CH2:8][CH2:9][CH3:10], predict the reactants needed to synthesize it. The reactants are: [C:1]([OH:12])(=O)/[CH:2]=[CH:3]/[CH2:4][CH2:5][CH2:6][CH2:7][CH2:8][CH2:9][CH3:10].[CH2:13]([SH:20])[CH2:14][CH2:15][CH2:16][CH2:17][CH2:18][CH3:19]. (2) Given the product [Br:17][C:16]1[CH:11]=[N:12][C:13]([N:7]2[CH2:8][CH2:9][N:4]([CH3:3])[CH2:5][CH2:6]2)=[CH:14][N:15]=1, predict the reactants needed to synthesize it. The reactants are: [H-].[Na+].[CH3:3][N:4]1[CH2:9][CH2:8][NH:7][CH2:6][CH2:5]1.Br[C:11]1[C:16]([Br:17])=[N:15][CH:14]=[CH:13][N:12]=1. (3) The reactants are: Cl[CH2:2][C:3]([NH:5][C:6]1[C:14]2[C:9](=[CH:10][C:11]([Cl:15])=[CH:12][CH:13]=2)[NH:8][N:7]=1)=[O:4].[NH:16]1[CH2:20][CH2:19][CH2:18][CH2:17]1. Given the product [Cl:15][C:11]1[CH:10]=[C:9]2[C:14]([C:6]([NH:5][C:3](=[O:4])[CH2:2][N:16]3[CH2:20][CH2:19][CH2:18][CH2:17]3)=[N:7][NH:8]2)=[CH:13][CH:12]=1, predict the reactants needed to synthesize it. (4) Given the product [CH2:13]([O:20][CH2:21][CH2:22][CH2:23][CH2:24][CH2:25][CH2:26][N:27]=[C:2]=[O:4])[CH2:14][CH2:15][CH2:16][CH2:17][CH2:18][CH3:19], predict the reactants needed to synthesize it. The reactants are: Cl[C:2](Cl)([O:4]C(=O)OC(Cl)(Cl)Cl)Cl.[CH2:13]([O:20][CH2:21][CH2:22][CH2:23][CH2:24][CH2:25][CH2:26][NH2:27])[CH2:14][CH2:15][CH2:16][CH2:17][CH2:18][CH3:19].CCN(C(C)C)C(C)C.